The task is: Predict which catalyst facilitates the given reaction.. This data is from Catalyst prediction with 721,799 reactions and 888 catalyst types from USPTO. (1) Reactant: [NH2:1][C:2]([CH3:6])([CH3:5])[CH2:3][OH:4].[C:7]([O:11][CH3:12])(=[O:10])[C:8]#[CH:9].C[O-].[Na+].[C:16](O)(=O)[CH2:17][C:18](CC(O)=O)(C(O)=O)[OH:19]. Product: [OH:4][CH2:3][C:2]([N:1]1[C:18](=[O:19])[CH:17]=[CH:16][C:8]([C:7]([O:11][CH3:12])=[O:10])=[CH:9]1)([CH3:6])[CH3:5]. The catalyst class is: 100. (2) Reactant: [N:1]1[CH:6]=[CH:5][CH:4]=[CH:3][C:2]=1[C:7](=[N:19][NH:20][C:21](=[O:33])[CH2:22][CH:23]([CH2:26][C:27]1[CH:32]=[CH:31][CH:30]=[CH:29][CH:28]=1)[CH2:24]Br)[CH2:8][C:9]1[C:18]2[C:13](=[CH:14][CH:15]=[CH:16][CH:17]=2)[N:12]=[CH:11][CH:10]=1.[H-].[Na+].[Cl-].[NH4+]. Product: [CH2:26]([CH:23]1[CH2:24][N:20]([N:19]=[C:7]([C:2]2[CH:3]=[CH:4][CH:5]=[CH:6][N:1]=2)[CH2:8][C:9]2[C:18]3[C:13](=[CH:14][CH:15]=[CH:16][CH:17]=3)[N:12]=[CH:11][CH:10]=2)[C:21](=[O:33])[CH2:22]1)[C:27]1[CH:32]=[CH:31][CH:30]=[CH:29][CH:28]=1. The catalyst class is: 7.